Predict the reactants needed to synthesize the given product. From a dataset of Full USPTO retrosynthesis dataset with 1.9M reactions from patents (1976-2016). (1) Given the product [ClH:36].[NH2:27][CH2:26][CH2:25][CH2:24][CH2:23][CH2:22][CH2:21][NH:20][C:18]([C:16]1[CH:15]=[CH:14][CH:13]=[C:12]([C:9]2[S:10][C:11]3[C:2]([CH3:1])=[CH:3][CH:4]=[CH:5][C:6]=3[C:7](=[O:35])[N:8]=2)[N:17]=1)=[O:19], predict the reactants needed to synthesize it. The reactants are: [CH3:1][C:2]1[C:11]2[S:10][C:9]([C:12]3[N:17]=[C:16]([C:18]([NH:20][CH2:21][CH2:22][CH2:23][CH2:24][CH2:25][CH2:26][NH:27]C(=O)OC(C)(C)C)=[O:19])[CH:15]=[CH:14][CH:13]=3)=[N:8][C:7](=[O:35])[C:6]=2[CH:5]=[CH:4][CH:3]=1.[ClH:36]. (2) Given the product [S:9]([CH2:19][CH2:20][CH2:21][C:6]1[N:5]=[C:4]([N+:1]([O-:3])=[O:2])[NH:8][CH:7]=1)([C:12]1[CH:18]=[CH:17][C:15]([CH3:16])=[CH:14][CH:13]=1)(=[O:11])=[O:10], predict the reactants needed to synthesize it. The reactants are: [N+:1]([C:4]1[NH:5][CH:6]=[CH:7][N:8]=1)([O-:3])=[O:2].[S:9]([CH2:19][CH2:20][CH2:21]S(C1C=CC(C)=CC=1)(=O)=O)([C:12]1[CH:18]=[CH:17][C:15]([CH3:16])=[CH:14][CH:13]=1)(=[O:11])=[O:10]. (3) Given the product [ClH:37].[CH3:36][C:34]1[CH:33]=[C:4]([CH:3]=[C:2]([CH3:1])[CH:35]=1)[O:5][C:6]1[CH:11]=[CH:10][C:9]([C:12]2[NH:16][N:15]=[N:14][N:13]=2)=[CH:8][C:7]=1[S:17]([N:20]1[CH2:25][CH2:24][NH:23][CH2:22][CH2:21]1)(=[O:18])=[O:19], predict the reactants needed to synthesize it. The reactants are: [CH3:1][C:2]1[CH:3]=[C:4]([CH:33]=[C:34]([CH3:36])[CH:35]=1)[O:5][C:6]1[CH:11]=[CH:10][C:9]([C:12]2[NH:16][N:15]=[N:14][N:13]=2)=[CH:8][C:7]=1[S:17]([N:20]1[CH2:25][CH2:24][N:23](C(OC(C)(C)C)=O)[CH2:22][CH2:21]1)(=[O:19])=[O:18].[ClH:37]. (4) The reactants are: [Cl:1][C:2]1[N:7]=[CH:6][C:5]([CH2:8][C:9]([O:11][CH2:12][CH3:13])=[O:10])=[CH:4][CH:3]=1.[H-].[Na+].Br[CH2:17][CH2:18][O:19][CH2:20][CH2:21]Br.O. Given the product [Cl:1][C:2]1[N:7]=[CH:6][C:5]([C:8]2([C:9]([O:11][CH2:12][CH3:13])=[O:10])[CH2:21][CH2:20][O:19][CH2:18][CH2:17]2)=[CH:4][CH:3]=1, predict the reactants needed to synthesize it. (5) Given the product [Cl:22][C:18]1[CH:19]=[C:20]([CH3:21])[C:12]2[NH:11][C:2](=[O:3])[O:15][C:14](=[O:16])[C:13]=2[CH:17]=1, predict the reactants needed to synthesize it. The reactants are: Cl[C:2](OC1C=CC=CC=1)=[O:3].[NH2:11][C:12]1[C:20]([CH3:21])=[CH:19][C:18]([Cl:22])=[CH:17][C:13]=1[C:14]([OH:16])=[O:15]. (6) Given the product [CH2:1]([O:8][C:9]1[CH:14]=[CH:13][CH:12]=[C:11]([CH2:18][CH2:19][CH2:20][CH3:21])[N:10]=1)[C:2]1[CH:7]=[CH:6][CH:5]=[CH:4][CH:3]=1, predict the reactants needed to synthesize it. The reactants are: [CH2:1]([O:8][C:9]1[CH:14]=[CH:13][CH:12]=[C:11](Cl)[N:10]=1)[C:2]1[CH:7]=[CH:6][CH:5]=[CH:4][CH:3]=1.CN1[CH2:21][CH2:20][CH2:19][C:18]1=O.C([Mg]Br)CCC.